This data is from Full USPTO retrosynthesis dataset with 1.9M reactions from patents (1976-2016). The task is: Predict the reactants needed to synthesize the given product. (1) Given the product [Cl:1][C:2]1[N:6]2[C:7]3[CH:31]=[CH:30][C:29]([Cl:32])=[CH:28][C:8]=3[C@@H:9]([C:18]3[CH:23]=[CH:22][CH:21]=[C:20]([O:24][CH3:25])[C:19]=3[O:26][CH3:27])[O:10][C@H:11]([CH2:12][CH2:13][C:14]([OH:16])=[O:15])[C:5]2=[CH:4][CH:3]=1, predict the reactants needed to synthesize it. The reactants are: [Cl:1][C:2]1[N:6]2[C:7]3[CH:31]=[CH:30][C:29]([Cl:32])=[CH:28][C:8]=3[C@@H:9]([C:18]3[CH:23]=[CH:22][CH:21]=[C:20]([O:24][CH3:25])[C:19]=3[O:26][CH3:27])[O:10][C@H:11]([CH2:12][CH2:13][C:14]([O:16]C)=[O:15])[C:5]2=[CH:4][CH:3]=1.C(=O)([O-])[O-].[K+].[K+]. (2) Given the product [CH2:1]([N:3]([CH3:23])[C:4]([N:6]1[CH2:7][CH:8]([C:20]2[O:22][N:33]=[C:31]([C:28]3[CH:29]=[CH:30][C:25]([F:24])=[CH:26][CH:27]=3)[N:32]=2)[CH2:9][CH:10]([C:12]2[CH:13]=[CH:14][C:15]([CH2:18][CH3:19])=[CH:16][CH:17]=2)[CH2:11]1)=[O:5])[CH3:2], predict the reactants needed to synthesize it. The reactants are: [CH2:1]([N:3]([CH3:23])[C:4]([N:6]1[CH2:11][CH:10]([C:12]2[CH:17]=[CH:16][C:15]([CH2:18][CH3:19])=[CH:14][CH:13]=2)[CH2:9][CH:8]([C:20]([OH:22])=O)[CH2:7]1)=[O:5])[CH3:2].[F:24][C:25]1[CH:30]=[CH:29][C:28]([C:31](=[N:33]O)[NH2:32])=[CH:27][CH:26]=1. (3) Given the product [CH3:20][S:21]([O:10][CH2:9][C:5]1[CH:6]=[N:7][CH:8]=[C:3]([C:2]([F:11])([F:1])[F:12])[CH:4]=1)(=[O:23])=[O:22], predict the reactants needed to synthesize it. The reactants are: [F:1][C:2]([F:12])([F:11])[C:3]1[CH:4]=[C:5]([CH2:9][OH:10])[CH:6]=[N:7][CH:8]=1.C(N(CC)CC)C.[CH3:20][S:21](Cl)(=[O:23])=[O:22]. (4) Given the product [CH3:1][C:2]1[C:3](=[O:4])[O:5][C:6]([C:29]2[O:30][C:26]3[CH:25]=[C:24]([N:18]4[CH2:23][CH2:22][O:21][CH2:20][CH2:19]4)[CH:36]=[CH:35][C:27]=3[CH:28]=2)=[C:8]([CH3:9])[C:7]=1[OH:10], predict the reactants needed to synthesize it. The reactants are: [CH3:1][CH:2]([C:7](=[O:10])[CH2:8][CH3:9])[C:3]([O:5][CH3:6])=[O:4].[H-].[Na+].[Li]CCCC.[N:18]1([C:24]2[CH:36]=[CH:35][C:27]3[CH:28]=[C:29](C(OC)=O)[O:30][C:26]=3[CH:25]=2)[CH2:23][CH2:22][O:21][CH2:20][CH2:19]1.[Cl-].[NH4+].